Dataset: Catalyst prediction with 721,799 reactions and 888 catalyst types from USPTO. Task: Predict which catalyst facilitates the given reaction. (1) Reactant: [CH3:1][O:2][C:3]1[CH:4]=[CH:5][C:6]([N+:12]([O-:14])=[O:13])=[C:7]([CH:11]=1)C(O)=O.CC[N:17](CC)CC. Product: [CH3:1][O:2][C:3]1[CH:4]=[CH:5][C:6]([N+:12]([O-:14])=[O:13])=[C:7]([CH:11]=1)[NH2:17]. The catalyst class is: 218. (2) Product: [CH3:1][O:2][C:3]1[CH:4]=[C:5]([NH:11][C:12]2[C:13]3[N:30]=[CH:29][S:28][C:14]=3[N:15]=[C:16]([N:18]3[CH2:23][CH2:22][CH:21]([C:24]([OH:26])=[O:25])[CH2:20][CH2:19]3)[N:17]=2)[CH:6]=[CH:7][C:8]=1[O:9][CH3:10]. Reactant: [CH3:1][O:2][C:3]1[CH:4]=[C:5]([NH:11][C:12]2[C:13]3[N:30]=[CH:29][S:28][C:14]=3[N:15]=[C:16]([N:18]3[CH2:23][CH2:22][CH:21]([C:24]([O:26]C)=[O:25])[CH2:20][CH2:19]3)[N:17]=2)[CH:6]=[CH:7][C:8]=1[O:9][CH3:10].[OH-].[Na+]. The catalyst class is: 38. (3) Reactant: [F:1][C:2]1[CH:7]=[CH:6][C:5]([C@@H:8]2[CH2:13][CH2:12][NH:11][CH2:10][C@H:9]2[CH2:14][OH:15])=[CH:4][CH:3]=1.[C:16](=[O:19])([O-])[O-:17].[Na+].[Na+].ClCCl. Product: [F:1][C:2]1[CH:7]=[CH:6][C:5]([C@@H:8]2[CH2:13][CH2:12][N:11]([C:16]([O:17][C:5]([CH3:8])([CH3:6])[CH3:4])=[O:19])[CH2:10][C@H:9]2[CH2:14][OH:15])=[CH:4][CH:3]=1. The catalyst class is: 6. (4) Reactant: Cl[C:2]1[CH:12]=[CH:11][C:5]([CH:6]=[CH:7][C:8]([OH:10])=[O:9])=[CH:4][C:3]=1[N+:13]([O-:15])=[O:14].C([O-])([O-])=O.[K+].[K+].[CH:22]([C:25]1[CH:30]=[CH:29][CH:28]=[CH:27][C:26]=1[SH:31])([CH3:24])[CH3:23].Cl. Product: [CH:22]([C:25]1[CH:30]=[CH:29][CH:28]=[CH:27][C:26]=1[S:31][C:2]1[CH:12]=[CH:11][C:5](/[CH:6]=[CH:7]/[C:8]([OH:10])=[O:9])=[CH:4][C:3]=1[N+:13]([O-:15])=[O:14])([CH3:24])[CH3:23]. The catalyst class is: 18. (5) Reactant: [Cl:1][C:2]1[CH:7]=[C:6]([N+]([O-])=O)[CH:5]=[CH:4][N:3]=1.[Cl:11][C:12]1[CH:17]=[CH:16][C:15]([C@@H:18]([OH:23])[C:19]([F:22])([F:21])[F:20])=[C:14]([N:24]2[CH:28]=[CH:27][C:26]([CH3:29])=[N:25]2)[CH:13]=1.C([O-])([O-])=O.[Cs+].[Cs+]. Product: [Cl:1][C:2]1[CH:7]=[C:6]([O:23][C@H:18]([C:15]2[CH:16]=[CH:17][C:12]([Cl:11])=[CH:13][C:14]=2[N:24]2[CH:28]=[CH:27][C:26]([CH3:29])=[N:25]2)[C:19]([F:22])([F:21])[F:20])[CH:5]=[CH:4][N:3]=1. The catalyst class is: 38. (6) The catalyst class is: 2. Product: [C:12]([O:16][C:17](=[O:40])[NH:18][CH2:19][CH2:20][CH2:21][N:22]1[C:34]2[C:33]3[CH:32]=[CH:31][CH:30]=[CH:29][C:28]=3[N:27]=[C:26]([NH2:42])[C:25]=2[N:24]=[C:23]1[CH2:36][CH2:37][CH2:38][CH3:39])([CH3:15])([CH3:14])[CH3:13]. Reactant: C1(C)C=CC(S(Cl)(=O)=O)=CC=1.[C:12]([O:16][C:17](=[O:40])[NH:18][CH2:19][CH2:20][CH2:21][N:22]1[C:34]2[C:33]3[CH:32]=[CH:31][CH:30]=[CH:29][C:28]=3[N+:27]([O-])=[CH:26][C:25]=2[N:24]=[C:23]1[CH2:36][CH2:37][CH2:38][CH3:39])([CH3:15])([CH3:14])[CH3:13].[OH-].[NH4+:42]. (7) Reactant: CC(OI1(OC(C)=O)(OC(C)=O)OC(=O)C2C=CC=CC1=2)=O.[CH2:23]([N:30]1[CH2:35][CH2:34][CH2:33][CH:32]([CH:36]([C:38]2[C:43]([Cl:44])=[CH:42][N:41]=[C:40]3[N:45]([Si:48]([CH:55]([CH3:57])[CH3:56])([CH:52]([CH3:54])[CH3:53])[CH:49]([CH3:51])[CH3:50])[CH:46]=[CH:47][C:39]=23)[OH:37])[CH2:31]1)[C:24]1[CH:29]=[CH:28][CH:27]=[CH:26][CH:25]=1. Product: [CH2:23]([N:30]1[CH2:35][CH2:34][CH2:33][CH:32]([C:36]([C:38]2[C:43]([Cl:44])=[CH:42][N:41]=[C:40]3[N:45]([Si:48]([CH:52]([CH3:54])[CH3:53])([CH:55]([CH3:57])[CH3:56])[CH:49]([CH3:50])[CH3:51])[CH:46]=[CH:47][C:39]=23)=[O:37])[CH2:31]1)[C:24]1[CH:25]=[CH:26][CH:27]=[CH:28][CH:29]=1. The catalyst class is: 2. (8) Reactant: [CH3:1][CH2:2][C:3]1[CH:4]=[CH:5][C:6]([C:9]([CH:11]([CH2:13][N:14]2[CH2:19][CH2:18][CH2:17][CH2:16][CH2:15]2)[CH3:12])=[O:10])=[CH:7][CH:8]=1.C(=O)=O.[CH3:23][S:24]([OH:27])(=[O:26])=[O:25]. Product: [CH3:1][CH2:2][C:3]1[CH:8]=[CH:7][C:6]([C:9]([CH:11]([CH2:13][N:14]2[CH2:19][CH2:18][CH2:17][CH2:16][CH2:15]2)[CH3:12])=[O:10])=[CH:5][CH:4]=1.[S:24]([O-:27])(=[O:26])(=[O:25])[CH3:23]. The catalyst class is: 27. (9) Reactant: [Br:1][C:2]1[CH:3]=[CH:4][C:5]([CH2:8][N:9]2C(=O)C3C(=CC=CC=3)C2=O)=[N:6][CH:7]=1.O.NN. Product: [Br:1][C:2]1[CH:3]=[CH:4][C:5]([CH2:8][NH2:9])=[N:6][CH:7]=1. The catalyst class is: 14.